From a dataset of Acute oral toxicity (LD50) regression data from Zhu et al.. Regression/Classification. Given a drug SMILES string, predict its toxicity properties. Task type varies by dataset: regression for continuous values (e.g., LD50, hERG inhibition percentage) or binary classification for toxic/non-toxic outcomes (e.g., AMES mutagenicity, cardiotoxicity, hepatotoxicity). Dataset: ld50_zhu. (1) The drug is CC(SCC(=O)O)c1ccc2c(c1)Cc1ccccc1-2. The rat oral LD50 is 2.17, given as -log10 of the dose in mol/kg body weight (higher means more acutely toxic). (2) The compound is C=CC(=O)OCCOCCOC(=O)C=C. The rat oral LD50 is 2.73, given as -log10 of the dose in mol/kg body weight (higher means more acutely toxic).